This data is from Reaction yield outcomes from USPTO patents with 853,638 reactions. The task is: Predict the reaction yield, written as a fraction of the theoretical maximum amount of product (1.0 means a 100% yield; for example, 0.34 means a 34% yield). (1) The reactants are [I-].[CH3:2][N+:3](=[CH2:5])[CH3:4].[N+:6]([C:9]1[CH:10]=[N:11][CH:12]=[CH:13][C:14]=1[CH:15]1[CH2:22][C:21]([O:23][Si](C)(C)C)=[CH:20][C:17]2([CH2:19][CH2:18]2)[O:16]1)([O-:8])=[O:7].Cl.[OH-].[Na+]. The catalyst is C(Cl)Cl. The product is [CH3:5][N:3]([CH2:4][CH:20]1[C:17]2([CH2:19][CH2:18]2)[O:16][C@@H:15]([C:14]2[CH:13]=[CH:12][N:11]=[CH:10][C:9]=2[N+:6]([O-:8])=[O:7])[CH2:22][C:21]1=[O:23])[CH3:2]. The yield is 0.900. (2) The reactants are C[O:2][C:3](=O)[CH2:4][C:5]([NH:7][C:8]1[CH:13]=[CH:12][C:11]([CH2:14][CH2:15][C:16]2[CH:21]=[CH:20][C:19]([Cl:22])=[CH:18][CH:17]=2)=[CH:10][CH:9]=1)=[O:6].[NH3:24]. The catalyst is CO. The product is [Cl:22][C:19]1[CH:20]=[CH:21][C:16]([CH2:15][CH2:14][C:11]2[CH:12]=[CH:13][C:8]([NH:7][C:5](=[O:6])[CH2:4][C:3]([NH2:24])=[O:2])=[CH:9][CH:10]=2)=[CH:17][CH:18]=1. The yield is 0.650. (3) The reactants are [OH:1][C:2]1[CH:3]=[C:4]([C:11]2[CH:16]=[CH:15][CH:14]=[CH:13][CH:12]=2)[CH:5]=[CH:6][C:7]=1[C:8](=O)[CH3:9]. The catalyst is Cl.[Zn]. The product is [CH2:8]([C:7]1[CH:6]=[CH:5][C:4]([C:11]2[CH:12]=[CH:13][CH:14]=[CH:15][CH:16]=2)=[CH:3][C:2]=1[OH:1])[CH3:9]. The yield is 0.540. (4) The reactants are [F:1][C:2]1[CH:7]=[C:6]([O:8][CH2:9][C:10]([F:13])([F:12])[F:11])[C:5]([N+:14]([O-:16])=[O:15])=[CH:4][C:3]=1[S:17](Cl)(=[O:19])=[O:18].Cl.CN.[CH2:24]([N:26](CC)CC)C.Cl. The catalyst is C1COCC1.O. The product is [F:1][C:2]1[CH:7]=[C:6]([O:8][CH2:9][C:10]([F:13])([F:12])[F:11])[C:5]([N+:14]([O-:16])=[O:15])=[CH:4][C:3]=1[S:17]([NH:26][CH3:24])(=[O:19])=[O:18]. The yield is 0.720. (5) The reactants are CON(C)[C:4]([C@H:6]1[CH2:11][CH2:10][C@@H:9]([C:12]2([C:17]3[CH:22]=[CH:21][C:20]([Cl:23])=[CH:19][CH:18]=3)[O:16][CH2:15][CH2:14][O:13]2)[CH2:8][CH2:7]1)=[O:5].[Br-].O.Cl. The catalyst is O1CCCC1. The product is [Cl:23][C:20]1[CH:19]=[CH:18][C:17]([C:12]2([C@@H:9]3[CH2:8][CH2:7][C@H:6]([C:4](=[O:5])[CH2:8][CH2:7][CH:6]=[CH2:4])[CH2:11][CH2:10]3)[O:13][CH2:14][CH2:15][O:16]2)=[CH:22][CH:21]=1. The yield is 0.840. (6) The reactants are [CH3:1][O:2][C:3]1[CH:4]=[C:5]([NH:9][C:10]2[CH:16]=[CH:15][C:14]([C:17]3[O:18][C:19]4[CH:25]=[CH:24][CH:23]=[CH:22][C:20]=4[N:21]=3)=[CH:13][C:11]=2[NH2:12])[CH:6]=[CH:7][CH:8]=1.[CH:26](=O)[CH3:27].OOS([O-])=O.[K+].C(=O)([O-])[O-].[K+].[K+]. The catalyst is CN(C)C=O. The product is [O:18]1[C:19]2[CH:25]=[CH:24][CH:23]=[CH:22][C:20]=2[N:21]=[C:17]1[C:14]1[CH:15]=[CH:16][C:10]2[N:9]([C:5]3[CH:6]=[CH:7][CH:8]=[C:3]([O:2][CH3:1])[CH:4]=3)[C:26]([CH3:27])=[N:12][C:11]=2[CH:13]=1. The yield is 0.290. (7) The reactants are [NH2:1][C:2]1[C:3]([OH:21])=[C:4]([CH3:20])[C:5]2[CH2:11][CH2:10][N:9]([C:12]([O:14][C:15]([CH3:18])([CH3:17])[CH3:16])=[O:13])[CH2:8][CH2:7][C:6]=2[CH:19]=1.[C:22](OC)(OC)(OC)[CH2:23][CH3:24].C1(C)C=CC(S([O-])(=O)=O)=CC=1.[NH+]1C=CC=CC=1. The product is [CH2:23]([C:24]1[O:21][C:3]2[C:2]([N:1]=1)=[CH:19][C:6]1[CH2:7][CH2:8][N:9]([C:12]([O:14][C:15]([CH3:17])([CH3:18])[CH3:16])=[O:13])[CH2:10][CH2:11][C:5]=1[C:4]=2[CH3:20])[CH3:22]. The yield is 0.950. The catalyst is CN(C=O)C.